Dataset: Orexin1 receptor HTS with 218,158 compounds and 233 confirmed actives. Task: Binary Classification. Given a drug SMILES string, predict its activity (active/inactive) in a high-throughput screening assay against a specified biological target. (1) The drug is S=c1n(c(n[nH]1)Cc1ccccc1)CC=C. The result is 0 (inactive). (2) The drug is O=C1N(C(=O)NC21CCCC2)CC(=O)Nc1c(c2ccccc2)cccc1. The result is 0 (inactive).